This data is from Reaction yield outcomes from USPTO patents with 853,638 reactions. The task is: Predict the reaction yield, written as a fraction of the theoretical maximum amount of product (1.0 means a 100% yield; for example, 0.34 means a 34% yield). (1) The reactants are [CH2:1]([O:3][CH:4]([O:7][CH2:8][CH3:9])[CH2:5][NH2:6])[CH3:2].Br[CH2:11][CH:12]1[CH2:17][CH2:16][CH2:15][CH2:14][CH2:13]1. No catalyst specified. The product is [CH:12]1([CH2:11][NH:6][CH2:5][CH:4]([O:7][CH2:8][CH3:9])[O:3][CH2:1][CH3:2])[CH2:17][CH2:16][CH2:15][CH2:14][CH2:13]1. The yield is 0.300. (2) The reactants are Br[C:2]1[CH:3]=[N:4][CH:5]=[C:6]2[C:11]=1[N:10]=[C:9]([C:12]([NH:14][CH2:15][C:16]1[CH:21]=[CH:20][N:19]=[CH:18][CH:17]=1)=[O:13])[CH:8]=[CH:7]2.[Cl:22][C:23]1[CH:24]=[C:25](B(O)O)[CH:26]=[CH:27][CH:28]=1.C(=O)([O-])[O-].[Cs+].[Cs+]. The catalyst is O1CCOCC1.O.C1(P([C-]2C=CC=C2)C2C=CC=CC=2)C=CC=CC=1.[C-]1(P(C2C=CC=CC=2)C2C=CC=CC=2)C=CC=C1.[Fe+2].[Pd](Cl)Cl. The product is [Cl:22][C:23]1[CH:28]=[C:27]([C:2]2[CH:3]=[N:4][CH:5]=[C:6]3[C:11]=2[N:10]=[C:9]([C:12]([NH:14][CH2:15][C:16]2[CH:21]=[CH:20][N:19]=[CH:18][CH:17]=2)=[O:13])[CH:8]=[CH:7]3)[CH:26]=[CH:25][CH:24]=1. The yield is 0.790. (3) The reactants are O1CCCCC1[N:7]1[C:15]2[C:10](=[CH:11][C:12]([C:16]#[N:17])=[CH:13][CH:14]=2)[C:9]([CH2:18][CH2:19][C:20]2[CH:25]=[CH:24][CH:23]=[CH:22][CH:21]=2)=[N:8]1.[N:26]([Sn](CCCC)(CCCC)CCCC)=[N+:27]=[N-:28]. The catalyst is C1(C)C=CC=CC=1. The product is [C:20]1([CH2:19][CH2:18][C:9]2[C:10]3[C:15](=[CH:14][CH:13]=[C:12]([C:16]4[N:17]=[N:26][NH:27][N:28]=4)[CH:11]=3)[NH:7][N:8]=2)[CH:25]=[CH:24][CH:23]=[CH:22][CH:21]=1. The yield is 0.370.